This data is from Catalyst prediction with 721,799 reactions and 888 catalyst types from USPTO. The task is: Predict which catalyst facilitates the given reaction. (1) Reactant: [CH2:1]([O:3][C:4](=[O:22])[CH2:5][CH2:6][CH:7]([C:13]1[CH:18]=[CH:17][CH:16]=[CH:15][C:14]=1[N+:19]([O-])=O)[O:8][Si:9]([CH3:12])([CH3:11])[CH3:10])[CH3:2]. Product: [CH2:1]([O:3][C:4](=[O:22])[CH2:5][CH2:6][CH:7]([C:13]1[CH:18]=[CH:17][CH:16]=[CH:15][C:14]=1[NH2:19])[O:8][Si:9]([CH3:10])([CH3:11])[CH3:12])[CH3:2]. The catalyst class is: 99. (2) Product: [CH2:1]([N:8]1[C:9](=[O:12])[CH2:10][O:18][C@@H:17]2[CH2:16][O:15][CH2:14][C@@H:13]12)[C:2]1[CH:7]=[CH:6][CH:5]=[CH:4][CH:3]=1. The catalyst class is: 218. Reactant: [CH2:1]([N:8]([C@H:13]1[C@H:17]([OH:18])[CH2:16][O:15][CH2:14]1)[C:9](=[O:12])[CH2:10]Cl)[C:2]1[CH:7]=[CH:6][CH:5]=[CH:4][CH:3]=1.CC([O-])(C)C.[K+]. (3) Reactant: [C:1]([O:9][C:10]1[CH:15]=[CH:14][CH:13]=[C:12]([OH:16])[CH:11]=1)(=[O:8])[C:2]1[CH:7]=[CH:6][CH:5]=[CH:4][CH:3]=1.[Cl:17][C:18]1[CH:23]=[C:22]([N+:24]([O-:26])=[O:25])[CH:21]=[C:20]([Cl:27])[C:19]=1I.C(=O)([O-])[O-].[K+].[K+]. Product: [C:1]([O:9][C:10]1[CH:15]=[CH:14][CH:13]=[C:12]([O:16][C:19]2[C:20]([Cl:27])=[CH:21][C:22]([N+:24]([O-:26])=[O:25])=[CH:23][C:18]=2[Cl:17])[CH:11]=1)(=[O:8])[C:2]1[CH:3]=[CH:4][CH:5]=[CH:6][CH:7]=1. The catalyst class is: 391. (4) Reactant: [N:1]1[CH:6]=[CH:5][CH:4]=[C:3]([NH:7][C:8](=[O:13])[C:9](C)([CH3:11])[CH3:10])[CH:2]=1.CN(C)CCN(C)C.C([Li])CCC.[I:27]I. Product: [CH3:10][CH:9]([CH3:11])[C:8]([NH:7][C:3]1[CH:2]=[N:1][CH:6]=[CH:5][C:4]=1[I:27])=[O:13]. The catalyst class is: 188.